This data is from Forward reaction prediction with 1.9M reactions from USPTO patents (1976-2016). The task is: Predict the product of the given reaction. Given the reactants [CH3:1][C:2]1[N:3]([CH2:16][CH2:17][O:18][CH2:19][C:20]#[CH:21])[C:4]2[C:13]3[CH2:12][CH2:11][CH2:10][CH2:9][C:8]=3[N:7]=[C:6]([NH2:14])[C:5]=2[N:15]=1.I[C:23]1[CH:28]=[CH:27][CH:26]=[CH:25][CH:24]=1, predict the reaction product. The product is: [CH3:1][C:2]1[N:3]([CH2:16][CH2:17][O:18][CH2:19][C:20]#[C:21][C:23]2[CH:28]=[CH:27][CH:26]=[CH:25][CH:24]=2)[C:4]2[C:13]3[CH2:12][CH2:11][CH2:10][CH2:9][C:8]=3[N:7]=[C:6]([NH2:14])[C:5]=2[N:15]=1.